From a dataset of Retrosynthesis with 50K atom-mapped reactions and 10 reaction types from USPTO. Predict the reactants needed to synthesize the given product. Given the product CC(C)(C)C(=O)NNC(=O)c1nc(Br)cnc1N, predict the reactants needed to synthesize it. The reactants are: CC(C)(C)C(=O)OC(=O)C(C)(C)C.NNC(=O)c1nc(Br)cnc1N.